The task is: Predict the reactants needed to synthesize the given product.. This data is from Full USPTO retrosynthesis dataset with 1.9M reactions from patents (1976-2016). (1) Given the product [C:1]12([C:11]3[CH:12]=[C:13]([C:33]4[CH:34]=[C:35]5[C:40](=[CH:41][CH:42]=4)[CH:39]=[C:38]([Br:43])[CH:37]=[CH:36]5)[CH:14]=[CH:15][C:16]=3[O:17][CH3:18])[CH2:2][CH:3]3[CH2:4][CH:5]([CH2:6][CH:7]([CH2:9]3)[CH2:8]1)[CH2:10]2, predict the reactants needed to synthesize it. The reactants are: [C:1]12([C:11]3[CH:12]=[C:13](B4OCC(C)(C)CO4)[CH:14]=[CH:15][C:16]=3[O:17][CH3:18])[CH2:10][CH:5]3[CH2:6][CH:7]([CH2:9][CH:3]([CH2:4]3)[CH2:2]1)[CH2:8]2.FC(F)(F)S(O[C:33]1[CH:42]=[CH:41][C:40]2[C:35](=[CH:36][CH:37]=[C:38]([Br:43])[CH:39]=2)[CH:34]=1)(=O)=O.[O-]P([O-])([O-])=O.[K+].[K+].[K+].C1COCC1. (2) Given the product [CH2:9]([O:8][C:6]([C:5]1[N:16]([CH3:15])[N:17]=[C:3]([C:2]([CH3:14])([CH3:13])[CH3:1])[CH:4]=1)=[O:7])[CH3:10], predict the reactants needed to synthesize it. The reactants are: [CH3:1][C:2]([CH3:14])([CH3:13])[C:3](=O)[CH2:4][C:5](=O)[C:6]([O:8][CH2:9][CH3:10])=[O:7].[CH3:15][NH:16][NH2:17]. (3) Given the product [NH2:13][C:12]1[N:43]=[C:31]([C:30]2[CH:35]=[C:26]([O:25][CH2:24][C@H:23]([NH:22][C:20](=[O:21])[O:19][C:15]([CH3:18])([CH3:17])[CH3:16])[CH2:36][CH3:37])[CH:27]=[N:28][CH:29]=2)[CH:14]=[C:5]2[C:6]=1[CH:7]=[N:8][C:9]1[CH:10]=[CH:11][C:2]([Br:1])=[CH:3][C:4]2=1, predict the reactants needed to synthesize it. The reactants are: [Br:1][C:2]1[CH:3]=[C:4]2[C:9](=[CH:10][CH:11]=1)[N:8]=[CH:7][C:6]([C:12]#[N:13])=[C:5]2[CH3:14].[C:15]([O:19][C:20]([NH:22][C@H:23]([CH2:36][CH3:37])[CH2:24][O:25][C:26]1[CH:27]=[N:28][CH:29]=[C:30]([CH:35]=1)[C:31](OC)=O)=[O:21])([CH3:18])([CH3:17])[CH3:16].[Li+].C[Si]([N-:43][Si](C)(C)C)(C)C. (4) Given the product [Cl:4][C:5]1[CH:6]=[CH:7][C:8](/[C:11](=[N:22]/[O:23][CH2:24][C:25]2[CH:30]=[CH:29][C:28]([O:31][CH2:32][C:33]3[N:34]=[C:35]([C:39]4[CH:40]=[CH:41][CH:42]=[CH:43][CH:44]=4)[O:36][C:37]=3[CH3:38])=[CH:27][CH:26]=2)/[CH2:12][CH2:13][CH2:14][CH2:15][CH2:16][CH2:17][C:18]([OH:20])=[O:19])=[CH:9][CH:10]=1, predict the reactants needed to synthesize it. The reactants are: O.[OH-].[Li+].[Cl:4][C:5]1[CH:10]=[CH:9][C:8](/[C:11](=[N:22]/[O:23][CH2:24][C:25]2[CH:30]=[CH:29][C:28]([O:31][CH2:32][C:33]3[N:34]=[C:35]([C:39]4[CH:44]=[CH:43][CH:42]=[CH:41][CH:40]=4)[O:36][C:37]=3[CH3:38])=[CH:27][CH:26]=2)/[CH2:12][CH2:13][CH2:14][CH2:15][CH2:16][CH2:17][C:18]([O:20]C)=[O:19])=[CH:7][CH:6]=1.O.Cl.